Dataset: Peptide-MHC class II binding affinity with 134,281 pairs from IEDB. Task: Regression. Given a peptide amino acid sequence and an MHC pseudo amino acid sequence, predict their binding affinity value. This is MHC class II binding data. (1) The peptide sequence is YELQIVDKIDAAFKI. The MHC is DRB1_0802 with pseudo-sequence DRB1_0802. The binding affinity (normalized) is 0.661. (2) The peptide sequence is EDKYFAATQFEPLAA. The MHC is DRB1_0101 with pseudo-sequence DRB1_0101. The binding affinity (normalized) is 0.575. (3) The peptide sequence is KKWKYLNAVSLCILTIN. The MHC is HLA-DQA10201-DQB10301 with pseudo-sequence HLA-DQA10201-DQB10301. The binding affinity (normalized) is 0. (4) The peptide sequence is STWYGKPTGAGPKDN. The MHC is DRB5_0101 with pseudo-sequence DRB5_0101. The binding affinity (normalized) is 0.118. (5) The peptide sequence is RFKVAATAANAAPAN. The MHC is DRB1_0901 with pseudo-sequence DRB1_0901. The binding affinity (normalized) is 0.462.